Dataset: Forward reaction prediction with 1.9M reactions from USPTO patents (1976-2016). Task: Predict the product of the given reaction. (1) Given the reactants F[C:2]1[CH:9]=[CH:8][C:5]([C:6]#[N:7])=[C:4]([Cl:10])[CH:3]=1.[N:11]1([CH:16]2[CH2:21][CH2:20][CH2:19][CH:18]([NH2:22])[CH2:17]2)[CH:15]=[N:14][CH:13]=[N:12]1.CCN(C(C)C)C(C)C, predict the reaction product. The product is: [N:11]1([CH:16]2[CH2:21][CH2:20][CH2:19][CH:18]([NH:22][C:2]3[CH:9]=[CH:8][C:5]([C:6]#[N:7])=[C:4]([Cl:10])[CH:3]=3)[CH2:17]2)[CH:15]=[N:14][CH:13]=[N:12]1. (2) Given the reactants [CH3:1][C:2]1[CH:3]=[C:4]([CH:12]=[C:13]([CH3:16])[C:14]=1[CH3:15])[O:5][C:6]([CH3:11])([CH3:10])[C:7]([OH:9])=O, predict the reaction product. The product is: [CH3:10][C:6]1([CH3:11])[C:7](=[O:9])[C:3]2[C:2]([CH3:1])=[C:14]([CH3:15])[C:13]([CH3:16])=[CH:12][C:4]=2[O:5]1. (3) The product is: [ClH:23].[F:22][C:16]1[CH:17]=[CH:18][C:19]([F:21])=[CH:20][C:15]=1[O:14][CH:11]1[CH2:10][CH2:9][NH:8][CH2:13][CH2:12]1. Given the reactants C(OC([N:8]1[CH2:13][CH2:12][CH:11]([O:14][C:15]2[CH:20]=[C:19]([F:21])[CH:18]=[CH:17][C:16]=2[F:22])[CH2:10][CH2:9]1)=O)(C)(C)C.[ClH:23].CCOCC, predict the reaction product. (4) Given the reactants [CH3:1][C:2]1[CH:3]=[C:4]([NH:17][C:18]2[N:23]=[C:22]([C:24]([F:27])([F:26])[F:25])[CH:21]=[CH:20][N:19]=2)[CH:5]=[C:6](B2OC(C)(C)C(C)(C)O2)[CH:7]=1.Br[C:29]1[S:33][C:32]([N:34]2[CH2:40][CH2:39][CH2:38][NH:37][C:36](=[O:41])[CH2:35]2)=[N:31][CH:30]=1.C([O-])([O-])=O.[Na+].[Na+], predict the reaction product. The product is: [CH3:1][C:2]1[CH:7]=[C:6]([C:29]2[S:33][C:32]([N:34]3[CH2:40][CH2:39][CH2:38][NH:37][C:36](=[O:41])[CH2:35]3)=[N:31][CH:30]=2)[CH:5]=[C:4]([NH:17][C:18]2[N:23]=[C:22]([C:24]([F:27])([F:25])[F:26])[CH:21]=[CH:20][N:19]=2)[CH:3]=1. (5) Given the reactants Br[CH2:2][CH2:3][CH2:4][CH2:5][O:6][CH2:7][C@H:8]1[CH2:13][CH2:12][C@H:11]([CH2:14][N:15]([CH3:29])[S:16]([C:19]2[CH:24]=[CH:23][C:22]([C:25]([F:28])([F:27])[F:26])=[CH:21][CH:20]=2)(=[O:18])=[O:17])[CH2:10][CH2:9]1.[NH:30]1[CH2:34][CH2:33][CH2:32][CH2:31]1, predict the reaction product. The product is: [CH3:29][N:15]([CH2:14][C@H:11]1[CH2:12][CH2:13][C@H:8]([CH2:7][O:6][CH2:5][CH2:4][CH2:3][CH2:2][N:30]2[CH2:34][CH2:33][CH2:32][CH2:31]2)[CH2:9][CH2:10]1)[S:16]([C:19]1[CH:24]=[CH:23][C:22]([C:25]([F:28])([F:27])[F:26])=[CH:21][CH:20]=1)(=[O:18])=[O:17].